Dataset: Forward reaction prediction with 1.9M reactions from USPTO patents (1976-2016). Task: Predict the product of the given reaction. (1) Given the reactants [C:1](Cl)(Cl)=[O:2].C(N(CC)CC)C.CO[CH:14]([O:25]C)[C:15]1[N:24]=[C:23]2[C:18]([CH2:19][CH2:20][CH2:21][NH:22]2)=[CH:17][CH:16]=1.[Cl:27][C:28]1[C:33]([Cl:34])=[CH:32][N:31]=[C:30]([NH2:35])[CH:29]=1.Cl, predict the reaction product. The product is: [Cl:27][C:28]1[C:33]([Cl:34])=[CH:32][N:31]=[C:30]([NH:35][C:1]([N:22]2[C:23]3[C:18](=[CH:17][CH:16]=[C:15]([CH:14]=[O:25])[N:24]=3)[CH2:19][CH2:20][CH2:21]2)=[O:2])[CH:29]=1. (2) Given the reactants [Cl:1][C:2]1[CH:7]=[CH:6][CH:5]=[CH:4][C:3]=1[N:8]1[C:13]([CH2:14][OH:15])=[CH:12][C:11]2[NH:16][N:17]=[C:18]([N:19]3[C:27](=[O:28])[C:26]4[C:21](=[CH:22][CH:23]=[CH:24][CH:25]=4)[C:20]3=[O:29])[C:10]=2[C:9]1=[O:30].CC(OI1(OC(C)=O)(OC(C)=O)OC(=O)C2C=CC=CC1=2)=O.C(=O)([O-])O.[Na+], predict the reaction product. The product is: [Cl:1][C:2]1[CH:7]=[CH:6][CH:5]=[CH:4][C:3]=1[N:8]1[C:13]([CH:14]=[O:15])=[CH:12][C:11]2[NH:16][N:17]=[C:18]([N:19]3[C:20](=[O:29])[C:21]4[C:26](=[CH:25][CH:24]=[CH:23][CH:22]=4)[C:27]3=[O:28])[C:10]=2[C:9]1=[O:30].